This data is from Full USPTO retrosynthesis dataset with 1.9M reactions from patents (1976-2016). The task is: Predict the reactants needed to synthesize the given product. (1) Given the product [Cl:1][C:2]1[CH:7]=[C:6]([Cl:8])[CH:5]=[CH:4][C:3]=1[C:9]1[N:10]=[C:11](/[CH:16]=[CH:17]/[C:18]2[CH:23]=[CH:22][C:21]([C:24]3[CH:29]=[CH:28][C:27]([O:30][C:31]4[CH:32]=[CH:33][C:34]([NH:37][S:40]([C:39]([F:52])([F:51])[F:38])(=[O:42])=[O:41])=[CH:35][CH:36]=4)=[CH:26][CH:25]=3)=[CH:20][CH:19]=2)[N:12]([CH2:14][CH3:15])[CH:13]=1, predict the reactants needed to synthesize it. The reactants are: [Cl:1][C:2]1[CH:7]=[C:6]([Cl:8])[CH:5]=[CH:4][C:3]=1[C:9]1[N:10]=[C:11](/[CH:16]=[CH:17]/[C:18]2[CH:23]=[CH:22][C:21]([C:24]3[CH:29]=[CH:28][C:27]([O:30][C:31]4[CH:36]=[CH:35][C:34]([NH2:37])=[CH:33][CH:32]=4)=[CH:26][CH:25]=3)=[CH:20][CH:19]=2)[N:12]([CH2:14][CH3:15])[CH:13]=1.[F:38][C:39]([F:52])([F:51])[S:40](O[S:40]([C:39]([F:52])([F:51])[F:38])(=[O:42])=[O:41])(=[O:42])=[O:41]. (2) Given the product [F:8][C:9]([F:20])([F:19])[C:10]1[CH:15]=[CH:14][C:13]([C:2]2[CH:3]=[N:4][CH:5]=[CH:6][CH:7]=2)=[CH:12][CH:11]=1, predict the reactants needed to synthesize it. The reactants are: I[C:2]1[CH:3]=[N:4][CH:5]=[CH:6][CH:7]=1.[F:8][C:9]([F:20])([F:19])[C:10]1[CH:15]=[CH:14][C:13](B(O)O)=[CH:12][CH:11]=1.C(=O)([O-])[O-].[Na+].[Na+]. (3) Given the product [C:33]([Si:30]([CH3:32])([CH3:31])[O:29][CH2:28][CH2:27][O:26][CH:17]1[C:16]2([CH3:37])[CH:20]([CH:21]3[CH:13]([CH2:14][CH2:15]2)[C:12]2[CH:11]=[C:10]([O:38][CH3:39])[C:9]([OH:8])=[CH:25][C:24]=2[CH2:23][CH2:22]3)[CH2:19][CH2:18]1)([CH3:36])([CH3:35])[CH3:34], predict the reactants needed to synthesize it. The reactants are: C([O:8][C:9]1[C:10]([O:38][CH3:39])=[CH:11][C:12]2[CH:13]3[CH:21]([CH2:22][CH2:23][C:24]=2[CH:25]=1)[CH:20]1[C:16]([CH3:37])([CH:17]([O:26][CH2:27][CH2:28][O:29][Si:30]([C:33]([CH3:36])([CH3:35])[CH3:34])([CH3:32])[CH3:31])[CH2:18][CH2:19]1)[CH2:15][CH2:14]3)C1C=CC=CC=1. (4) Given the product [ClH:16].[CH3:1][S:2][C:3]1[CH:4]=[C:5]([CH2:9][C:10](=[O:15])[CH2:11][NH2:12])[CH:6]=[CH:7][CH:8]=1, predict the reactants needed to synthesize it. The reactants are: [CH3:1][S:2][C:3]1[CH:4]=[C:5]([CH2:9][C:10](=[O:15])[CH2:11][N:12]=[N+]=[N-])[CH:6]=[CH:7][CH:8]=1.[Cl:16][Sn]Cl. (5) Given the product [CH3:19][C@H:20]1[NH:25][C@@H:24]([CH3:26])[CH2:23][N:22]([C:27]([C:29]2[C:30]([CH3:37])=[C:31]([CH:35]=[C:11]3[C:10]4[C:14](=[CH:15][CH:16]=[CH:17][C:9]=4[C:5]4[CH:6]=[CH:7][CH:8]=[C:3]([O:2][CH3:1])[CH:4]=4)[NH:13][C:12]3=[O:18])[NH:32][C:33]=2[CH3:34])=[O:28])[CH2:21]1, predict the reactants needed to synthesize it. The reactants are: [CH3:1][O:2][C:3]1[CH:4]=[C:5]([C:9]2[CH:17]=[CH:16][CH:15]=[C:14]3[C:10]=2[CH2:11][C:12](=[O:18])[NH:13]3)[CH:6]=[CH:7][CH:8]=1.[CH3:19][C@H:20]1[NH:25][C@@H:24]([CH3:26])[CH2:23][N:22]([C:27]([C:29]2[C:30]([CH3:37])=[C:31]([CH:35]=O)[NH:32][C:33]=2[CH3:34])=[O:28])[CH2:21]1. (6) Given the product [C:1]([O:5][C:6](=[O:18])[NH:7][C:8]1[CH:9]=[N:10][C:11]([C:14]2[N:17]=[C:25]([C:24]3[CH:28]=[CH:29][C:21]([O:20][CH3:19])=[CH:22][C:23]=3[OH:30])[O:16][N:15]=2)=[CH:12][CH:13]=1)([CH3:4])([CH3:2])[CH3:3], predict the reactants needed to synthesize it. The reactants are: [C:1]([O:5][C:6](=[O:18])[NH:7][C:8]1[CH:9]=[N:10][C:11]([C:14](=[NH:17])[NH:15][OH:16])=[CH:12][CH:13]=1)([CH3:4])([CH3:3])[CH3:2].[CH3:19][O:20][C:21]1[CH:22]=[C:23]([OH:30])[C:24](=[CH:28][CH:29]=1)[C:25](O)=O. (7) Given the product [N+:17]([C:16]([CH2:15][CH2:14][C:20]1[CH:21]=[CH:22][C:23]([CH2:26][CH2:27][CH2:28][CH2:29][CH2:30][CH2:31][CH2:32][CH3:33])=[CH:24][CH:25]=1)([CH2:1][OH:2])[CH2:36][OH:35])([O-:19])=[O:18], predict the reactants needed to synthesize it. The reactants are: [CH2:1]=[O:2].C(N(CC)CC)C.C(O[CH:14]([C:20]1[CH:25]=[CH:24][C:23]([CH2:26][CH2:27][CH2:28][CH2:29][CH2:30][CH2:31][CH2:32][CH3:33])=[CH:22][CH:21]=1)[CH2:15][CH2:16][N+:17]([O-:19])=[O:18])(=O)C.O.[O:35]1CCOC[CH2:36]1. (8) The reactants are: N.F[C:3](F)(F)[C:4]([NH:6][CH2:7][CH2:8][CH2:9][N:10]([CH3:28])[CH2:11][CH2:12][CH2:13][NH:14][C:15]1[N:16]=[N+:17]([O-:27])[C:18]2[CH:25]=[C:24]([CH3:26])[CH:23]=[CH:22][C:19]=2[N+:20]=1[O-:21])=[O:5].N1(C(C2[C:51]3[C:42](=[CH:43][C:44]4[C:49]([N:50]=3)=[CH:48][CH:47]=[CH:46][CH:45]=4)[CH:41]=[CH:40][CH:39]=2)=O)C=CN=C1. Given the product [CH3:28][N:10]([CH2:11][CH2:12][CH2:13][NH:14][C:15]1[N:16]=[N+:17]([O-:27])[C:18]2[CH:25]=[C:24]([CH3:26])[CH:23]=[CH:22][C:19]=2[N+:20]=1[O-:21])[CH2:9][CH2:8][CH2:7][NH:6][C:4]([C:3]1[C:51]2[C:42](=[CH:43][C:44]3[C:49]([N:50]=2)=[CH:48][CH:47]=[CH:46][CH:45]=3)[CH:41]=[CH:40][CH:39]=1)=[O:5], predict the reactants needed to synthesize it. (9) Given the product [C:11]([O:10][C:8]([N:5]1[CH2:4][CH2:3][C:2]([N:15]2[CH2:20][CH:19]=[C:18]([C:55]([O:60][CH3:59])=[O:56])[CH2:17][CH2:16]2)([CH3:1])[CH2:7][CH2:6]1)=[O:9])([CH3:14])([CH3:12])[CH3:13], predict the reactants needed to synthesize it. The reactants are: [CH3:1][C:2]1([N:15]2[CH2:20][CH:19]=[C:18](OS(C(F)(F)F)(=O)=O)[CH2:17][CH2:16]2)[CH2:7][CH2:6][N:5]([C:8]([O:10][C:11]([CH3:14])([CH3:13])[CH3:12])=[O:9])[CH2:4][CH2:3]1.C(N(CC)CC)C.C1(P(C2C=CC=CC=2)C2C=CC=CC=2)C=CC=CC=1.[CH3:55][OH:56].CN(C)[CH:59]=[O:60]. (10) Given the product [OH:2][C:3]1[CH:11]=[CH:10][CH:9]=[C:8]2[C:4]=1[CH:5]=[C:6]([CH3:19])[N:7]2[CH2:12][C:13]1[CH:18]=[CH:17][CH:16]=[CH:15][CH:14]=1, predict the reactants needed to synthesize it. The reactants are: C[O:2][C:3]1[CH:11]=[CH:10][CH:9]=[C:8]2[C:4]=1[CH:5]=[C:6]([CH3:19])[N:7]2[CH2:12][C:13]1[CH:18]=[CH:17][CH:16]=[CH:15][CH:14]=1.B(Br)(Br)Br.C(Cl)Cl.